Dataset: Catalyst prediction with 721,799 reactions and 888 catalyst types from USPTO. Task: Predict which catalyst facilitates the given reaction. (1) Reactant: [C:1]([O:7][CH2:8][C:9]1[CH:14]=[CH:13][C:12]([N+:15]([O-:17])=[O:16])=[C:11]([OH:18])[CH:10]=1)(=[O:6])[C:2]([CH3:5])([CH3:4])[CH3:3].C1C=CC(N([S:26]([C:29]([F:32])([F:31])[F:30])(=[O:28])=[O:27])[S:26]([C:29]([F:32])([F:31])[F:30])(=[O:28])=[O:27])=CC=1.C(N(CC)C(C)C)(C)C. Product: [C:1]([O:7][CH2:8][C:9]1[CH:14]=[CH:13][C:12]([N+:15]([O-:17])=[O:16])=[C:11]([O:18][S:26]([C:29]([F:32])([F:31])[F:30])(=[O:28])=[O:27])[CH:10]=1)(=[O:6])[C:2]([CH3:5])([CH3:4])[CH3:3]. The catalyst class is: 2. (2) Reactant: [F:1][C:2]1[CH:3]=[C:4]([C:10]2[CH:15]=[CH:14][C:13]([CH:16]([N:18]3C(=O)C4C(=CC=CC=4)C3=O)[CH3:17])=[CH:12][CH:11]=2)[C:5]([O:8][CH3:9])=[N:6][CH:7]=1.O.NN. Product: [F:1][C:2]1[CH:3]=[C:4]([C:10]2[CH:15]=[CH:14][C:13]([CH:16]([NH2:18])[CH3:17])=[CH:12][CH:11]=2)[C:5]([O:8][CH3:9])=[N:6][CH:7]=1. The catalyst class is: 169. (3) Reactant: C[O:2][C:3]([C:5]1([C:9]2[CH:14]=[CH:13][C:12]([NH:15][C:16]3[CH:21]=[C:20]([C:22]4[CH:27]=[CH:26][CH:25]=[CH:24][CH:23]=4)[N:19]=[C:18]([C:28]4[CH:33]=[CH:32][C:31]([F:34])=[CH:30][CH:29]=4)[N:17]=3)=[CH:11][CH:10]=2)[CH2:8][CH2:7][CH2:6]1)=[O:4].[OH-].[Na+].Cl. Product: [F:34][C:31]1[CH:32]=[CH:33][C:28]([C:18]2[N:17]=[C:16]([NH:15][C:12]3[CH:13]=[CH:14][C:9]([C:5]4([C:3]([OH:4])=[O:2])[CH2:8][CH2:7][CH2:6]4)=[CH:10][CH:11]=3)[CH:21]=[C:20]([C:22]3[CH:23]=[CH:24][CH:25]=[CH:26][CH:27]=3)[N:19]=2)=[CH:29][CH:30]=1. The catalyst class is: 746. (4) Product: [C:3]([NH:7][C:8]([NH:1][NH2:2])=[O:9])([CH3:6])([CH3:5])[CH3:4]. The catalyst class is: 28. Reactant: [NH2:1][NH2:2].[C:3]([N:7]=[C:8]=[O:9])([CH3:6])([CH3:5])[CH3:4].